From a dataset of NCI-60 drug combinations with 297,098 pairs across 59 cell lines. Regression. Given two drug SMILES strings and cell line genomic features, predict the synergy score measuring deviation from expected non-interaction effect. Drug 1: C1CC(C1)(C(=O)O)C(=O)O.[NH2-].[NH2-].[Pt+2]. Drug 2: C(CCl)NC(=O)N(CCCl)N=O. Cell line: UACC-257. Synergy scores: CSS=5.52, Synergy_ZIP=-2.43, Synergy_Bliss=0.0363, Synergy_Loewe=-0.968, Synergy_HSA=-0.298.